Dataset: NCI-60 drug combinations with 297,098 pairs across 59 cell lines. Task: Regression. Given two drug SMILES strings and cell line genomic features, predict the synergy score measuring deviation from expected non-interaction effect. (1) Drug 1: CC12CCC3C(C1CCC2O)C(CC4=C3C=CC(=C4)O)CCCCCCCCCS(=O)CCCC(C(F)(F)F)(F)F. Drug 2: CC1CCCC2(C(O2)CC(NC(=O)CC(C(C(=O)C(C1O)C)(C)C)O)C(=CC3=CSC(=N3)C)C)C. Cell line: SF-295. Synergy scores: CSS=42.9, Synergy_ZIP=6.03, Synergy_Bliss=7.25, Synergy_Loewe=-35.6, Synergy_HSA=6.47. (2) Drug 1: CC(CN1CC(=O)NC(=O)C1)N2CC(=O)NC(=O)C2. Drug 2: C1=NC(=NC(=O)N1C2C(C(C(O2)CO)O)O)N. Cell line: SNB-19. Synergy scores: CSS=10.9, Synergy_ZIP=-4.26, Synergy_Bliss=-2.27, Synergy_Loewe=-1.89, Synergy_HSA=-1.98.